This data is from Forward reaction prediction with 1.9M reactions from USPTO patents (1976-2016). The task is: Predict the product of the given reaction. (1) Given the reactants C(OC(=O)[NH:7][C@H:8]1[CH2:13][CH2:12][C@H:11]([NH:14][C:15]2[N:24]=[C:23]([N:25]([CH3:27])[CH3:26])[C:22]3[C:17](=[CH:18][CH:19]=[CH:20][CH:21]=3)[N:16]=2)[CH2:10][CH2:9]1)(C)(C)C.Cl.C(N(C(C)C)CC)(C)C.[Br:39][C:40]1[CH:45]=[CH:44][C:43]([S:46](Cl)(=[O:48])=[O:47])=[C:42]([O:50][C:51]([F:54])([F:53])[F:52])[CH:41]=1, predict the reaction product. The product is: [Br:39][C:40]1[CH:45]=[CH:44][C:43]([S:46]([NH:7][C@H:8]2[CH2:13][CH2:12][C@H:11]([NH:14][C:15]3[N:24]=[C:23]([N:25]([CH3:27])[CH3:26])[C:22]4[C:17](=[CH:18][CH:19]=[CH:20][CH:21]=4)[N:16]=3)[CH2:10][CH2:9]2)(=[O:48])=[O:47])=[C:42]([O:50][C:51]([F:53])([F:52])[F:54])[CH:41]=1. (2) Given the reactants [N+:1]([C:4]1[C:5]([CH3:11])=[CH:6][C:7]([OH:10])=[CH:8][CH:9]=1)([O-:3])=[O:2].C1(P(C2C=CC=CC=2)C2C=CC=CC=2)C=CC=CC=1.N(C(OC(C)C)=O)=NC(OC(C)C)=O.[N:45]1[CH:50]=[CH:49][CH:48]=[CH:47][C:46]=1[CH2:51][CH2:52]O, predict the reaction product. The product is: [CH3:11][C:5]1[CH:6]=[C:7]([O:10][CH2:52][CH2:51][C:46]2[CH:47]=[CH:48][CH:49]=[CH:50][N:45]=2)[CH:8]=[CH:9][C:4]=1[N+:1]([O-:3])=[O:2]. (3) Given the reactants Cl[C:2]1[S:3][C:4]2[CH:10]=[CH:9][C:8]([O:11][CH3:12])=[CH:7][C:5]=2[N:6]=1.[CH3:13][C@H:14]([NH:23][C:24](=[O:30])[O:25][C:26]([CH3:29])([CH3:28])[CH3:27])[CH2:15][O:16][CH:17]1[CH2:22][CH2:21][NH:20][CH2:19][CH2:18]1.C(N(CC)C(C)C)(C)C.CN(C=O)C, predict the reaction product. The product is: [CH3:12][O:11][C:8]1[CH:9]=[CH:10][C:4]2[S:3][C:2]([N:20]3[CH2:19][CH2:18][CH:17]([O:16][CH2:15][C@@H:14]([NH:23][C:24](=[O:30])[O:25][C:26]([CH3:29])([CH3:28])[CH3:27])[CH3:13])[CH2:22][CH2:21]3)=[N:6][C:5]=2[CH:7]=1. (4) Given the reactants CCOC1N(C(OCC)=O)C2C(=CC=CC=2)C=C1.[NH2:19][C:20]1[CH:27]=[CH:26][C:23]([CH2:24][OH:25])=[CH:22][CH:21]=1.[CH2:28]([O:31][C:32]([NH:34][C@@H:35]([CH:44]([CH3:46])[CH3:45])[C:36]([NH:38][C@@H:39]([CH3:43])[C:40](O)=[O:41])=[O:37])=[O:33])[CH:29]=[CH2:30], predict the reaction product. The product is: [OH:25][CH2:24][C:23]1[CH:26]=[CH:27][C:20]([NH:19][C:40](=[O:41])[C@@H:39]([NH:38][C:36](=[O:37])[C@@H:35]([NH:34][C:32](=[O:33])[O:31][CH2:28][CH:29]=[CH2:30])[CH:44]([CH3:46])[CH3:45])[CH3:43])=[CH:21][CH:22]=1. (5) Given the reactants [Br:1][C:2]1[CH:7]=[C:6]([CH3:8])[C:5]([C:9]2[CH:10]=[C:11]([C:20]#[N:21])[N:12]3[C:17](Cl)=[CH:16][C:15]([CH3:19])=[N:14][C:13]=23)=[C:4]([CH3:22])[CH:3]=1.NC(N)=[S:25].[OH-].[Na+], predict the reaction product. The product is: [Br:1][C:2]1[CH:7]=[C:6]([CH3:8])[C:5]([C:9]2[CH:10]=[C:11]([C:20]#[N:21])[N:12]3[C:17]([SH:25])=[CH:16][C:15]([CH3:19])=[N:14][C:13]=23)=[C:4]([CH3:22])[CH:3]=1.